Dataset: Catalyst prediction with 721,799 reactions and 888 catalyst types from USPTO. Task: Predict which catalyst facilitates the given reaction. Reactant: [NH2:1][C:2]1[C:10]2[C:5](=[CH:6][C:7]([C:11]3[S:12][C:13]4[C:19]([C:20]5[CH:25]=[CH:24][C:23]([Cl:26])=[CH:22][CH:21]=5)=[C:18]([C@H:27]([O:33][C:34]([CH3:37])([CH3:36])[CH3:35])[C:28]([O:30]CC)=[O:29])[C:17]([CH3:38])=[CH:16][C:14]=4[N:15]=3)=[CH:8][CH:9]=2)[N:4]([CH3:39])[N:3]=1.C1COCC1.[OH-].[Na+]. Product: [NH2:1][C:2]1[C:10]2[C:5](=[CH:6][C:7]([C:11]3[S:12][C:13]4[C:19]([C:20]5[CH:21]=[CH:22][C:23]([Cl:26])=[CH:24][CH:25]=5)=[C:18]([C@H:27]([O:33][C:34]([CH3:35])([CH3:36])[CH3:37])[C:28]([OH:30])=[O:29])[C:17]([CH3:38])=[CH:16][C:14]=4[N:15]=3)=[CH:8][CH:9]=2)[N:4]([CH3:39])[N:3]=1. The catalyst class is: 14.